Dataset: Forward reaction prediction with 1.9M reactions from USPTO patents (1976-2016). Task: Predict the product of the given reaction. (1) Given the reactants [Br:1][C:2]1[C:3]([CH3:10])=[C:4]([NH2:9])[C:5]([NH2:8])=[CH:6][CH:7]=1.[F:11][C:12]1[CH:20]=[CH:19][C:15]([C:16](Cl)=O)=[CH:14][CH:13]=1.Cl, predict the reaction product. The product is: [Br:1][C:2]1[CH:7]=[CH:6][C:5]2[N:8]=[C:16]([C:15]3[CH:19]=[CH:20][C:12]([F:11])=[CH:13][CH:14]=3)[NH:9][C:4]=2[C:3]=1[CH3:10]. (2) Given the reactants [CH3:1][O:2][C:3]1[CH:12]=[C:11]([NH2:13])[CH:10]=[CH:9][C:4]=1[C:5](OC)=[O:6].Cl.[NH2:15][OH:16].[OH-].[K+], predict the reaction product. The product is: [NH2:13][C:11]1[CH:10]=[CH:9][C:4]([C:5]([NH:15][OH:16])=[O:6])=[C:3]([O:2][CH3:1])[CH:12]=1. (3) Given the reactants [CH:1]([O:3][CH2:4][CH2:5][CH2:6][CH2:7][O:8][C:9]1[CH:10]=[C:11]([CH:14]=[C:15]([O:17][CH2:18][CH2:19][CH2:20][CH2:21][O:22][CH:23]=[CH2:24])[CH:16]=1)[CH:12]=O)=[CH2:2].[CH3:25][NH:26][CH3:27].C(O)(=O)C.C(O[BH-](OC(=O)C)OC(=O)C)(=O)C.[Na+].C(=O)(O)[O-].[Na+], predict the reaction product. The product is: [CH:1]([O:3][CH2:4][CH2:5][CH2:6][CH2:7][O:8][C:9]1[CH:10]=[C:11]([CH2:12][N:26]([CH3:27])[CH3:25])[CH:14]=[C:15]([O:17][CH2:18][CH2:19][CH2:20][CH2:21][O:22][CH:23]=[CH2:24])[CH:16]=1)=[CH2:2]. (4) Given the reactants [CH3:1][O:2][C:3](=[O:23])/[CH:4]=[CH:5]/[C:6]1[CH:11]=[CH:10][C:9](Br)=[CH:8][C:7]=1[S:13](=[O:22])(=[O:21])[NH:14][C:15]1[CH:20]=[CH:19][CH:18]=[CH:17][CH:16]=1.[C:24]1(B(O)O)[CH:29]=[CH:28][CH:27]=[CH:26][CH:25]=1.C([O-])([O-])=O.[Cs+].[Cs+], predict the reaction product. The product is: [CH3:1][O:2][C:3](=[O:23])/[CH:4]=[CH:5]/[C:6]1[CH:11]=[CH:10][C:9]([C:24]2[CH:29]=[CH:28][CH:27]=[CH:26][CH:25]=2)=[CH:8][C:7]=1[S:13](=[O:22])(=[O:21])[NH:14][C:15]1[CH:20]=[CH:19][CH:18]=[CH:17][CH:16]=1. (5) Given the reactants [F:1][C:2]1[CH:7]=[CH:6][C:5]([C:8]2[CH:9]=[C:10]3[C:14](=[CH:15][CH:16]=2)[C@@H:13]([C@H:17]([NH:26]C(=O)OC(C)(C)C)[C:18]([N:20]2[CH2:24][CH2:23][C@H:22]([F:25])[CH2:21]2)=[O:19])[CH2:12][CH2:11]3)=[CH:4][CH:3]=1.[ClH:34], predict the reaction product. The product is: [ClH:34].[F:1][C:2]1[CH:3]=[CH:4][C:5]([C:8]2[CH:9]=[C:10]3[C:14](=[CH:15][CH:16]=2)[C@@H:13]([C@H:17]([NH2:26])[C:18]([N:20]2[CH2:24][CH2:23][C@H:22]([F:25])[CH2:21]2)=[O:19])[CH2:12][CH2:11]3)=[CH:6][CH:7]=1. (6) Given the reactants [CH2:1]([O:3][C:4]1[CH:5]=[C:6]([CH:10]=[CH:11][C:12]=1[C:13]([F:16])([F:15])[F:14])[C:7]([OH:9])=O)[CH3:2].Cl.[CH3:18][NH:19][O:20][CH3:21].CN1CCOCC1.Cl.CN(C)CCCN=C=NCC, predict the reaction product. The product is: [CH2:1]([O:3][C:4]1[CH:5]=[C:6]([CH:10]=[CH:11][C:12]=1[C:13]([F:16])([F:15])[F:14])[C:7]([N:19]([O:20][CH3:21])[CH3:18])=[O:9])[CH3:2]. (7) Given the reactants [CH3:1][O:2][C:3]1[CH:4]=[C:5]([CH:8]=[C:9]([O:17][CH3:18])[C:10]=1[O:11][CH2:12][CH2:13][CH2:14][CH2:15][CH3:16])[CH:6]=O.[ClH:19].CO.C(O[CH:25](OCC)[CH2:26][NH:27][CH2:28][C:29]1[CH:34]=[CH:33][CH:32]=[C:31]([O:35][CH2:36][CH3:37])[C:30]=1[OH:38])C, predict the reaction product. The product is: [ClH:19].[CH3:1][O:2][C:3]1[CH:4]=[C:5]([CH:8]=[C:9]([O:17][CH3:18])[C:10]=1[O:11][CH2:12][CH2:13][CH2:14][CH2:15][CH3:16])[CH2:6][C:25]1[C:34]2[C:29](=[C:30]([OH:38])[C:31]([O:35][CH2:36][CH3:37])=[CH:32][CH:33]=2)[CH:28]=[N:27][CH:26]=1. (8) Given the reactants [C:1]1([S:7]([N:10]2[C:14]3=[N:15][CH:16]=[CH:17][CH:18]=[C:13]3[C:12](B3OC(C)(C)C(C)(C)O3)=[CH:11]2)(=[O:9])=[O:8])[CH:6]=[CH:5][CH:4]=[CH:3][CH:2]=1.[Cl:28][C:29]1[N:34]=[C:33](Cl)[CH:32]=[CH:31][N:30]=1.C([O-])([O-])=O.[Na+].[Na+], predict the reaction product. The product is: [C:1]1([S:7]([N:10]2[C:14]3=[N:15][CH:16]=[CH:17][CH:18]=[C:13]3[C:12]([C:31]3[CH:32]=[CH:33][N:34]=[C:29]([Cl:28])[N:30]=3)=[CH:11]2)(=[O:9])=[O:8])[CH:2]=[CH:3][CH:4]=[CH:5][CH:6]=1. (9) Given the reactants C1(P(=O)(C2C=CC=CC=2)C2C=CC=CC=2)C=CC=CC=1.FC(F)(F)S(OS(C(F)(F)F)(=O)=O)(=O)=O.C([S:43][CH:44]([CH2:75][N:76]1[CH2:81][CH2:80][S:79][CH2:78][CH2:77]1)[CH2:45][NH:46][C:47]([C:49]1[NH:50][C:51]2[C:56]([CH:57]=1)=[CH:55][C:54]([O:58][CH2:59][CH2:60][CH2:61][O:62][CH3:63])=[CH:53][C:52]=2[N:64]([CH3:74])[S:65]([C:68]1[CH:73]=[CH:72][CH:71]=[CH:70][N:69]=1)(=[O:67])=[O:66])=O)C1C=CC=CC=1.C1(SC)C=CC=CC=1.C(=O)([O-])O.[Na+], predict the reaction product. The product is: [CH3:63][O:62][CH2:61][CH2:60][CH2:59][O:58][C:54]1[CH:55]=[C:56]2[C:51](=[C:52]([N:64]([CH3:74])[S:65]([C:68]3[CH:73]=[CH:72][CH:71]=[CH:70][N:69]=3)(=[O:67])=[O:66])[CH:53]=1)[NH:50][C:49]([C:47]1[S:43][CH:44]([CH2:75][N:76]3[CH2:81][CH2:80][S:79][CH2:78][CH2:77]3)[CH2:45][N:46]=1)=[CH:57]2. (10) Given the reactants [CH3:1][N:2]1[CH:6]=[C:5]([N:7]2[C:19]3[C:18]4[CH:17]=[C:16]([C:20]5[CH:21]=[N:22][C:23]([O:29][CH3:30])=[C:24]([N+:26]([O-])=O)[CH:25]=5)[CH:15]=[CH:14][C:13]=4[N:12]=[CH:11][C:10]=3[N:9]([CH3:31])[C:8]2=[O:32])[C:4]([CH3:33])=[N:3]1.[H][H], predict the reaction product. The product is: [NH2:26][C:24]1[CH:25]=[C:20]([C:16]2[CH:15]=[CH:14][C:13]3[N:12]=[CH:11][C:10]4[N:9]([CH3:31])[C:8](=[O:32])[N:7]([C:5]5[C:4]([CH3:33])=[N:3][N:2]([CH3:1])[CH:6]=5)[C:19]=4[C:18]=3[CH:17]=2)[CH:21]=[N:22][C:23]=1[O:29][CH3:30].